This data is from B-cell epitopes from IEDB database with 3,159 antigens for binding position prediction. The task is: Token-level Classification. Given an antigen amino acid sequence, predict which amino acid positions are active epitope sites capable of antibody binding. Output is a list of indices for active positions. Given the antigen sequence: MKAAVLTLAVLFLTGSQARHFWQQDEPPQSPWDRVKDLATVYVDVLKDSGRDYVSQFEGSALGKQLNLKLLDNWDSVTSTFSKLREQLGPVTQEFWDNLEKETEGLRQEMSKDLEEVKAKVQPYLDDFQKKWQEEMELYRQKVEPLRAELQEGARQKLHELQEKLSPLGEEMRDRARAHVDALRTHLAPYSDELRQRLAARLEALKENGGARLAEYHAKATEHLSTLSEKAKPALEDLRQGLLPVLESFKVSFLSALEEYTKKLNTQ, which amino acid positions are active epitope sites? The epitope positions are: [51, 52, 53, 54, 55, 56, 57, 58, 59, 60, 61, 62, 63, 64, 65, 66, 67, 68, 69, 70]. The amino acids at these positions are: DYVSQFEGSALGKQLNLKLL.